From a dataset of Full USPTO retrosynthesis dataset with 1.9M reactions from patents (1976-2016). Predict the reactants needed to synthesize the given product. (1) Given the product [Cl:1][C:2]1[CH:11]=[CH:10][C:9]2[N:8]=[CH:7][C:6]3[N:12]=[C:13]([CH2:22][C:23]([NH2:25])=[NH:24])[N:14]([C:15]4[CH:20]=[CH:19][CH:18]=[CH:17][C:16]=4[Cl:21])[C:5]=3[C:4]=2[CH:3]=1, predict the reactants needed to synthesize it. The reactants are: [Cl:1][C:2]1[CH:11]=[CH:10][C:9]2[N:8]=[CH:7][C:6]3[N:12]=[C:13]([CH2:22][C:23]([NH:25]O)=[NH:24])[N:14]([C:15]4[CH:20]=[CH:19][CH:18]=[CH:17][C:16]=4[Cl:21])[C:5]=3[C:4]=2[CH:3]=1.Cl. (2) Given the product [NH2:12][C:2]1[C:11]2[C:6](=[CH:7][CH:8]=[CH:9][N:10]=2)[N:5]=[CH:4][CH:3]=1.[CH2:13]([NH2:12])[CH2:14][CH3:15], predict the reactants needed to synthesize it. The reactants are: O[C:2]1[C:11]2[C:6](=[CH:7][CH:8]=[CH:9][N:10]=2)[N:5]=[CH:4][CH:3]=1.[N:12]1C2C(=CC=CC=2)[CH:15]=[CH:14][CH:13]=1.